This data is from Reaction yield outcomes from USPTO patents with 853,638 reactions. The task is: Predict the reaction yield, written as a fraction of the theoretical maximum amount of product (1.0 means a 100% yield; for example, 0.34 means a 34% yield). The reactants are Br[C:2]1[CH:3]=[C:4]([C:16]([NH:18][CH2:19][C:20]2[C:21](=[O:28])[NH:22][C:23]([CH3:27])=[CH:24][C:25]=2[CH3:26])=[O:17])[C:5]2[CH:6]=[N:7][N:8]([CH:11]3[CH2:15][CH2:14][CH2:13][CH2:12]3)[C:9]=2[CH:10]=1.[OH:29][CH2:30][C:31]1[CH:36]=[CH:35][C:34](B(O)O)=[CH:33][CH:32]=1.C([O-])([O-])=O.[Na+].[Na+].C(Cl)Cl. The catalyst is O1CCOCC1.C1C=CC([P]([Pd]([P](C2C=CC=CC=2)(C2C=CC=CC=2)C2C=CC=CC=2)([P](C2C=CC=CC=2)(C2C=CC=CC=2)C2C=CC=CC=2)[P](C2C=CC=CC=2)(C2C=CC=CC=2)C2C=CC=CC=2)(C2C=CC=CC=2)C2C=CC=CC=2)=CC=1. The product is [CH:11]1([N:8]2[C:9]3[CH:10]=[C:2]([C:34]4[CH:35]=[CH:36][C:31]([CH2:30][OH:29])=[CH:32][CH:33]=4)[CH:3]=[C:4]([C:16]([NH:18][CH2:19][C:20]4[C:21](=[O:28])[NH:22][C:23]([CH3:27])=[CH:24][C:25]=4[CH3:26])=[O:17])[C:5]=3[CH:6]=[N:7]2)[CH2:15][CH2:14][CH2:13][CH2:12]1. The yield is 0.893.